From a dataset of Reaction yield outcomes from USPTO patents with 853,638 reactions. Predict the reaction yield, written as a fraction of the theoretical maximum amount of product (1.0 means a 100% yield; for example, 0.34 means a 34% yield). (1) The reactants are [H-].[Na+].[CH3:3][NH:4][C:5](=[O:9])[CH2:6][C:7]#[N:8].NCC[C:13]1[N:21]=[C:20]([Cl:22])[CH:19]=[CH:18][C:14]=1[C:15](F)=[O:16].[C:23](O)(=O)[CH3:24].C[N:28](C=O)C. The catalyst is O. The product is [NH2:8][C:7]1[N:28]([CH2:23][CH3:24])[C:13]2[C:14]([C:15](=[O:16])[C:6]=1[C:5]([NH:4][CH3:3])=[O:9])=[CH:18][CH:19]=[C:20]([Cl:22])[N:21]=2. The yield is 0.940. (2) The reactants are [C:1]([C:3]1[S:7][C:6]([C@:8]23[CH2:16][NH:15][CH2:14][C@H:13]2[CH2:12][S:11][C:10]([NH:17][C:18](=[O:25])[C:19]2[CH:24]=[CH:23][CH:22]=[CH:21][CH:20]=2)=[N:9]3)=[CH:5][CH:4]=1)#[N:2].C(N(C(C)C)CC)(C)C.Cl[C:36]1[N:41]=[C:40]([C:42]([OH:45])([CH3:44])[CH3:43])[C:39]([F:46])=[CH:38][N:37]=1. The catalyst is O1CCOCC1.C(OCC)(=O)C. The product is [C:1]([C:3]1[S:7][C:6]([C@:8]23[CH2:16][N:15]([C:36]4[N:41]=[C:40]([C:42]([OH:45])([CH3:44])[CH3:43])[C:39]([F:46])=[CH:38][N:37]=4)[CH2:14][C@H:13]2[CH2:12][S:11][C:10]([NH:17][C:18](=[O:25])[C:19]2[CH:20]=[CH:21][CH:22]=[CH:23][CH:24]=2)=[N:9]3)=[CH:5][CH:4]=1)#[N:2]. The yield is 0.890. (3) The reactants are [CH2:1]([O:8][C:9]1[N:14]=[C:13]([O:15][CH2:16][C:17]2[CH:22]=[CH:21][CH:20]=[CH:19][CH:18]=2)[C:12]([CH:23]([CH3:25])[CH3:24])=[C:11](Cl)[N:10]=1)[C:2]1[CH:7]=[CH:6][CH:5]=[CH:4][CH:3]=1.[C:27]([CH2:29][C:30]1[CH:31]=[C:32]([CH:35]=[C:36]([CH3:38])[CH:37]=1)[C:33]#[N:34])#[N:28].[H-].[Na+].[Cl-].[NH4+]. The catalyst is CN(C=O)C. The product is [CH2:1]([O:8][C:9]1[N:10]=[C:11]([CH:29]([C:27]#[N:28])[C:30]2[CH:31]=[C:32]([CH:35]=[C:36]([CH3:38])[CH:37]=2)[C:33]#[N:34])[C:12]([CH:23]([CH3:25])[CH3:24])=[C:13]([O:15][CH2:16][C:17]2[CH:22]=[CH:21][CH:20]=[CH:19][CH:18]=2)[N:14]=1)[C:2]1[CH:7]=[CH:6][CH:5]=[CH:4][CH:3]=1. The yield is 0.940. (4) The product is [Cl:58][C:45]1[CH:44]=[C:43]2[O:42][CH:41]([OH:59])[CH2:40][C@@:10]3([C@H:9]([OH:8])[C@@H:14]([OH:15])[C@H:13]([OH:23])[C@@H:12]([CH2:31][OH:32])[O:11]3)[C:48]2=[CH:47][C:46]=1[CH2:49][C:50]1[CH:51]=[CH:52][C:53]([CH2:56][CH3:57])=[CH:54][CH:55]=1. The yield is 0.900. The catalyst is CO.C1COCC1.[OH-].[OH-].[Pd+2]. The reactants are C([O:8][C@@H:9]1[C@@H:14]([O:15]CC2C=CC=CC=2)[C@H:13]([O:23]CC2C=CC=CC=2)[C@@H:12]([CH2:31][O:32]CC2C=CC=CC=2)[O:11][C@:10]21[C:48]1[C:43](=[CH:44][C:45]([Cl:58])=[C:46]([CH2:49][C:50]3[CH:55]=[CH:54][C:53]([CH2:56][CH3:57])=[CH:52][CH:51]=3)[CH:47]=1)[O:42][CH:41]([OH:59])[CH2:40]2)C1C=CC=CC=1.[H][H].